From a dataset of Reaction yield outcomes from USPTO patents with 853,638 reactions. Predict the reaction yield, written as a fraction of the theoretical maximum amount of product (1.0 means a 100% yield; for example, 0.34 means a 34% yield). (1) The reactants are [CH:1]12[CH2:7][CH:4]([CH:5]=[CH:6]1)[CH2:3][CH:2]2[C:8]([OH:10])=O.[S:11]1[CH:15]=[CH:14][CH:13]=[C:12]1[CH2:16]N.[CH2:18]([N:20](CC)CC)C.CCN=C=NCCCN(C)C. The catalyst is C(Cl)Cl.CN(C1C=CN=CC=1)C. The product is [S:11]1[CH:15]=[CH:14][CH:13]=[C:12]1[CH2:16][CH2:18][NH:20][C:8]([CH:2]1[CH2:3][CH:4]2[CH2:7][CH:1]1[CH:6]=[CH:5]2)=[O:10]. The yield is 0.0600. (2) The reactants are N12CCCN=C1CCCCC2.[Br:12][C:13]1[CH:14]=[CH:15][C:16]([F:34])=[C:17]([C@:19]2([CH3:33])[CH2:23]OS(=O)(=O)[N:20]2[C:26]([O:28][C:29]([CH3:32])([CH3:31])[CH3:30])=[O:27])[CH:18]=1.[Cl:35][C:36]1[N:37]=[C:38]([C:41]#[N:42])[NH:39][CH:40]=1. The catalyst is C(#N)C.C(Cl)Cl. The product is [Br:12][C:13]1[CH:14]=[CH:15][C:16]([F:34])=[C:17]([C@:19]([NH:20][C:26](=[O:27])[O:28][C:29]([CH3:32])([CH3:31])[CH3:30])([CH3:33])[CH2:23][N:39]2[CH:40]=[C:36]([Cl:35])[N:37]=[C:38]2[C:41]#[N:42])[CH:18]=1. The yield is 0.980. (3) The reactants are [N:1]12[CH2:8][CH2:7][C:4]([C:9]([C:17]3[CH:22]=[CH:21][CH:20]=[CH:19][CH:18]=3)([C:11]3[CH:16]=[CH:15][CH:14]=[CH:13][CH:12]=3)[OH:10])([CH2:5][CH2:6]1)[CH2:3][CH2:2]2.[Br:23][CH2:24][CH2:25][CH2:26][CH2:27][CH:28]=[CH2:29]. The catalyst is CC#N. The product is [Br-:23].[CH2:29]([N+:1]12[CH2:6][CH2:5][C:4]([C:9]([OH:10])([C:17]3[CH:22]=[CH:21][CH:20]=[CH:19][CH:18]=3)[C:11]3[CH:12]=[CH:13][CH:14]=[CH:15][CH:16]=3)([CH2:3][CH2:2]1)[CH2:7][CH2:8]2)[CH2:28][CH2:27][CH2:26][CH:25]=[CH2:24]. The yield is 0.671. (4) The reactants are [NH2:1][C:2]1[C:3]2[C:10]([C:11]3[CH:12]=[C:13]4[C:17](=[CH:18][CH:19]=3)[N:16]([C:20](=[O:29])[CH2:21][C:22]3[CH:27]=[CH:26][CH:25]=[C:24]([CH3:28])[CH:23]=3)[CH2:15][CH2:14]4)=[CH:9][N:8]([CH:30]3[CH2:33][N:32](C(OC(C)(C)C)=O)[CH2:31]3)[C:4]=2[N:5]=[CH:6][N:7]=1.Cl.O1CCOCC1. The catalyst is CN(C=O)C.CO.C(Cl)Cl. The product is [NH:32]1[CH2:31][CH:30]([N:8]2[C:4]3[N:5]=[CH:6][N:7]=[C:2]([NH2:1])[C:3]=3[C:10]([C:11]3[CH:12]=[C:13]4[C:17](=[CH:18][CH:19]=3)[N:16]([C:20](=[O:29])[CH2:21][C:22]3[CH:27]=[CH:26][CH:25]=[C:24]([CH3:28])[CH:23]=3)[CH2:15][CH2:14]4)=[CH:9]2)[CH2:33]1. The yield is 0.639. (5) The reactants are Cl[C:2]1[CH:3]=[CH:4][C:5]2[C:14]3[CH:13]=[C:12]4[CH2:15][CH2:16][CH2:17][C:18](=[O:19])[C:11]4=[CH:10][C:9]=3[O:8][CH2:7][C:6]=2[CH:20]=1.[CH:21]([B-](F)(F)F)=[CH2:22].[K+].COC1C=CC=C(OC)C=1C1C=CC=CC=1P(C1CCCCC1)C1CCCCC1.C([O-])([O-])=O.[K+].[K+]. The catalyst is CC([O-])=O.CC([O-])=O.[Pd+2].C(O)CC. The product is [CH:21]([C:2]1[CH:3]=[CH:4][C:5]2[C:14]3[CH:13]=[C:12]4[CH2:15][CH2:16][CH2:17][C:18](=[O:19])[C:11]4=[CH:10][C:9]=3[O:8][CH2:7][C:6]=2[CH:20]=1)=[CH2:22]. The yield is 0.870.